Dataset: Peptide-MHC class I binding affinity with 185,985 pairs from IEDB/IMGT. Task: Regression. Given a peptide amino acid sequence and an MHC pseudo amino acid sequence, predict their binding affinity value. This is MHC class I binding data. The peptide sequence is ERILSTYLGR. The MHC is HLA-A24:02 with pseudo-sequence HLA-A24:02. The binding affinity (normalized) is 0.